This data is from Experimentally validated miRNA-target interactions with 360,000+ pairs, plus equal number of negative samples. The task is: Binary Classification. Given a miRNA mature sequence and a target amino acid sequence, predict their likelihood of interaction. The miRNA is hsa-miR-365b-5p with sequence AGGGACUUUCAGGGGCAGCUGU. The protein sequence of the target gene is MAAPQSRPRRGELILLCALLGTLWEIGRGQIRYSVPEETDKGSFVGNISKDLGLDPRKLAKHGVRIVSRGRTQLFALNPRSGSLITAGRIDREELCAQSPRCLININTLVEDKGKLFGVEIEIIDINDNNPKFQVEDLEVKINEIAVPGARYPLPEAVDPDVGVNSLQSYQLSPNHHFSLDVQTGDNGAINPELVLERALDREEEAAHHLVLTASDGGKPPRSSTVRIHVTVLDTNDNAPVFPHPIYRVKVLENMPPGTRLLTVTASDPDEGINGKVAYKFRKINEKQTPLFQLNENTGE.... Result: 0 (no interaction).